Regression. Given a peptide amino acid sequence and an MHC pseudo amino acid sequence, predict their binding affinity value. This is MHC class I binding data. From a dataset of Peptide-MHC class I binding affinity with 185,985 pairs from IEDB/IMGT. (1) The peptide sequence is CKDGHVETFY. The MHC is HLA-A30:02 with pseudo-sequence HLA-A30:02. The binding affinity (normalized) is 0.425. (2) The peptide sequence is NLEPGTFDL. The MHC is HLA-B15:01 with pseudo-sequence HLA-B15:01. The binding affinity (normalized) is 0.0847.